Task: Binary Classification. Given a drug SMILES string, predict its activity (active/inactive) in a high-throughput screening assay against a specified biological target.. Dataset: HIV replication inhibition screening data with 41,000+ compounds from the AIDS Antiviral Screen (1) The compound is CC(C)CCOC(=O)NC(Nc1ccc(F)cc1)(C(F)(F)F)C(F)(F)F. The result is 0 (inactive). (2) The drug is CC(C)CCCC(C)C1CCC2C3CC=C4CC(OP(=O)(O)OCCN(C)C)CCC4(C)C3CCC12C. The result is 0 (inactive). (3) The molecule is CC(C)(C)N1C(=O)N[N+]2(CCCCC2)C1=O. The result is 0 (inactive). (4) The compound is Oc1ccccc1C1[N+]2=Cc3ccccc3[OH+][Zr]23456([OH+]c2ccccc2C=[N+]13)[OH+]c1ccccc1C=[N+]4C(c1ccccc1O)[N+]5=Cc1ccccc1[OH+]6. The result is 0 (inactive). (5) The molecule is O=C(c1ccccc1)c1c(O)c2ccccc2oc1=O. The result is 0 (inactive).